Dataset: Reaction yield outcomes from USPTO patents with 853,638 reactions. Task: Predict the reaction yield, written as a fraction of the theoretical maximum amount of product (1.0 means a 100% yield; for example, 0.34 means a 34% yield). (1) The reactants are [Br:1][C:2]1[C:3](N)=[N:4][CH:5]=[C:6]([Br:9])[C:7]=1[Cl:8].N([O-])=O.[Na+].N1C=CC=CC=1.[FH:21]. No catalyst specified. The product is [Br:1][C:2]1[C:3]([F:21])=[N:4][CH:5]=[C:6]([Br:9])[C:7]=1[Cl:8]. The yield is 0.830. (2) The reactants are [C:1]1([As](C2C=CC=CC=2)C2C=CC=CC=2)C=CC=CC=1.FC(F)(F)S(O[C:26]1[CH2:30][C@@H:29]([CH2:31][O:32][Si:33]([C:36]([CH3:39])([CH3:38])[CH3:37])([CH3:35])[CH3:34])[N:28]([C:40](=[O:63])[C:41]2[CH:46]=[C:45]([O:47][CH3:48])[C:44]([O:49][Si:50]([CH:57]([CH3:59])[CH3:58])([CH:54]([CH3:56])[CH3:55])[CH:51]([CH3:53])[CH3:52])=[CH:43][C:42]=2[N+:60]([O-:62])=[O:61])[CH:27]=1)(=O)=O.CB(O)O.[O-]P([O-])([O-])=O.[K+].[K+].[K+]. The catalyst is O1CCOCC1.[Ag]=O.C1C=CC(C#N)=CC=1.C1C=CC(C#N)=CC=1.Cl[Pd]Cl. The product is [Si:33]([O:32][CH2:31][C@@H:29]1[CH2:30][C:26]([CH3:1])=[CH:27][N:28]1[C:40]([C:41]1[CH:46]=[C:45]([O:47][CH3:48])[C:44]([O:49][Si:50]([CH:57]([CH3:58])[CH3:59])([CH:54]([CH3:56])[CH3:55])[CH:51]([CH3:53])[CH3:52])=[CH:43][C:42]=1[N+:60]([O-:62])=[O:61])=[O:63])([C:36]([CH3:38])([CH3:37])[CH3:39])([CH3:34])[CH3:35]. The yield is 0.550. (3) The reactants are [H-].[Na+].[C:3]([NH:6][CH:7]([C:13]([O:15][CH2:16][CH3:17])=[O:14])[C:8]([O:10][CH2:11][CH3:12])=[O:9])(=[O:5])[CH3:4].[C:18]([O:22][C:23](=[O:30])[CH:24](I)[CH2:25][CH2:26][CH2:27][CH3:28])([CH3:21])([CH3:20])[CH3:19]. The catalyst is CN(C=O)C. The product is [CH2:11]([O:10][C:8](=[O:9])[C:7]([NH:6][C:3](=[O:5])[CH3:4])([C:13]([O:15][CH2:16][CH3:17])=[O:14])[CH2:28][CH2:27][CH2:26][CH2:25][CH2:24][C:23]([O:22][C:18]([CH3:19])([CH3:21])[CH3:20])=[O:30])[CH3:12]. The yield is 0.930. (4) The catalyst is CN(C)C=O. The yield is 0.720. The product is [Cl:23][C:19]1[CH:18]=[C:17]([C:28]#[N:29])[C:16]2[C:15](=[O:25])[N:14]([CH:11]3[CH2:12][CH2:13][N:8]([CH:5]4[CH2:6][CH2:7][C:2]([F:26])([F:1])[CH2:3][CH2:4]4)[CH2:9][CH2:10]3)[CH2:22][C:21]=2[CH:20]=1. The reactants are [F:1][C:2]1([F:26])[CH2:7][CH2:6][CH:5]([N:8]2[CH2:13][CH2:12][CH:11]([N:14]3[CH2:22][C:21]4[C:16](=[C:17](I)[CH:18]=[C:19]([Cl:23])[CH:20]=4)[C:15]3=[O:25])[CH2:10][CH2:9]2)[CH2:4][CH2:3]1.[Cu][C:28]#[N:29].ClCCl.C(O)C.